From a dataset of Full USPTO retrosynthesis dataset with 1.9M reactions from patents (1976-2016). Predict the reactants needed to synthesize the given product. (1) Given the product [CH2:30]([N:13]([C:14]1[N:15]([C:23]2[CH:24]=[CH:25][C:26]([Cl:29])=[CH:27][CH:28]=2)[N:16]=[C:17]2[C:22]=1[CH:21]=[CH:20][CH:19]=[CH:18]2)[C:11](=[O:12])[NH:10][C:7]1[CH:8]=[CH:9][C:4]([C:3]([OH:35])=[O:2])=[CH:5][C:6]=1[Cl:34])[CH2:31][CH2:32][CH3:33], predict the reactants needed to synthesize it. The reactants are: C[O:2][C:3](=[O:35])[C:4]1[CH:9]=[CH:8][C:7]([NH:10][C:11]([N:13]([CH2:30][CH2:31][CH2:32][CH3:33])[C:14]2[N:15]([C:23]3[CH:28]=[CH:27][C:26]([Cl:29])=[CH:25][CH:24]=3)[N:16]=[C:17]3[C:22]=2[CH:21]=[CH:20][CH:19]=[CH:18]3)=[O:12])=[C:6]([Cl:34])[CH:5]=1.[OH-].[Li+]. (2) The reactants are: [N:1]1[CH:6]=[CH:5][CH:4]=[C:3]([S:7]([OH:10])(=O)=[O:8])[CH:2]=1.P(Cl)(Cl)(Cl)(Cl)[Cl:12].O. Given the product [N:1]1[CH:6]=[CH:5][CH:4]=[C:3]([S:7]([Cl:12])(=[O:10])=[O:8])[CH:2]=1, predict the reactants needed to synthesize it. (3) The reactants are: [Cl:1][C:2]1[N:7]=[C:6]([Cl:8])[C:5]([CH2:9][OH:10])=[CH:4][N:3]=1.ClC(Cl)(Cl)C(=N)O[C:15]([CH3:18])([CH3:17])[CH3:16]. Given the product [C:15]([O:10][CH2:9][C:5]1[C:6]([Cl:8])=[N:7][C:2]([Cl:1])=[N:3][CH:4]=1)([CH3:18])([CH3:17])[CH3:16], predict the reactants needed to synthesize it.